This data is from Reaction yield outcomes from USPTO patents with 853,638 reactions. The task is: Predict the reaction yield, written as a fraction of the theoretical maximum amount of product (1.0 means a 100% yield; for example, 0.34 means a 34% yield). The reactants are [C:1]([O:5][C:6]([N:8]1[CH2:11][CH:10]([O:12][C:13]2[CH:18]=[CH:17][C:16]([NH2:19])=[CH:15][C:14]=2[O:20][CH3:21])[CH2:9]1)=[O:7])([CH3:4])([CH3:3])[CH3:2].C[Al](C)C.[Cl:26][C:27]1[CH:32]=[CH:31][C:30]([C:33]2[S:42][C:36]3[C:37](=[O:41])[O:38][CH2:39][CH2:40][C:35]=3[CH:34]=2)=[CH:29][CH:28]=1. The catalyst is C1(C)C=CC=CC=1. The product is [C:1]([O:5][C:6]([N:8]1[CH2:9][CH:10]([O:12][C:13]2[CH:18]=[CH:17][C:16]([NH:19][C:37]([C:36]3[S:42][C:33]([C:30]4[CH:29]=[CH:28][C:27]([Cl:26])=[CH:32][CH:31]=4)=[CH:34][C:35]=3[CH2:40][CH2:39][OH:38])=[O:41])=[CH:15][C:14]=2[O:20][CH3:21])[CH2:11]1)=[O:7])([CH3:4])([CH3:3])[CH3:2]. The yield is 0.990.